This data is from Forward reaction prediction with 1.9M reactions from USPTO patents (1976-2016). The task is: Predict the product of the given reaction. (1) Given the reactants [Cl:1][C:2]1[CH:7]=[CH:6][C:5]([NH:8][C:9](=[O:11])[CH3:10])=[C:4]([F:12])[C:3]=1[CH2:13][OH:14].[CH3:15][S:16](Cl)(=[O:18])=[O:17], predict the reaction product. The product is: [CH3:15][S:16]([O:14][CH2:13][C:3]1[C:2]([Cl:1])=[CH:7][CH:6]=[C:5]([NH:8][C:9](=[O:11])[CH3:10])[C:4]=1[F:12])(=[O:18])=[O:17]. (2) Given the reactants [Cl-].[K+].OP([O-])(O)=O.[K+].[OH2:9].[OH2:10].[OH2:11].[OH2:12].[OH2:9].[OH2:10].[OH2:11].[O-:12]S([O-])(=O)=O.[Mg+2].[C@@H]1(N2C=CC(=O)NC2=O)O[C@H:27]([CH2:28]O)[C@@H:25](O)[C@H:23]1O.O=[CH:40][C@@H]([C@H]([C@@H]([C@@H](CO)O)O)O)O, predict the reaction product. The product is: [C:23]([OH:12])(=[O:11])[C:25]([CH2:27][C:28]([OH:10])=[O:9])=[CH2:40].